From a dataset of Reaction yield outcomes from USPTO patents with 853,638 reactions. Predict the reaction yield, written as a fraction of the theoretical maximum amount of product (1.0 means a 100% yield; for example, 0.34 means a 34% yield). (1) The reactants are [NH2:1][C:2]1[N:11]=[C:10]([N:12]2[CH2:17][CH2:16][N:15]([C:18](=[O:20])[CH3:19])[CH2:14][CH2:13]2)[C:9]2[C:4](=[CH:5][CH:6]=[C:7](Br)[CH:8]=2)[N:3]=1.[C:22]([NH:25][C:26]1[CH:31]=[CH:30][C:29](B(O)O)=[CH:28][CH:27]=1)(=[O:24])[CH3:23]. No catalyst specified. The product is [NH2:1][C:2]1[N:11]=[C:10]([N:12]2[CH2:17][CH2:16][N:15]([C:18](=[O:20])[CH3:19])[CH2:14][CH2:13]2)[C:9]2[C:4](=[CH:5][CH:6]=[C:7]([C:29]3[CH:30]=[CH:31][C:26]([NH:25][C:22](=[O:24])[CH3:23])=[CH:27][CH:28]=3)[CH:8]=2)[N:3]=1. The yield is 0.910. (2) The reactants are Br[C:2]1[CH:3]=[CH:4][C:5]([N+:8]([O-:10])=[O:9])=[N:6][CH:7]=1.[C:11]([O:15][C:16]([N:18]1[CH2:23][CH2:22][NH:21][CH2:20][CH2:19]1)=[O:17])([CH3:14])([CH3:13])[CH3:12].CCN(C(C)C)C(C)C. The catalyst is CC#N. The product is [C:11]([O:15][C:16]([N:18]1[CH2:23][CH2:22][N:21]([C:2]2[CH:7]=[N:6][C:5]([N+:8]([O-:10])=[O:9])=[CH:4][CH:3]=2)[CH2:20][CH2:19]1)=[O:17])([CH3:14])([CH3:12])[CH3:13]. The yield is 0.800.